Dataset: Full USPTO retrosynthesis dataset with 1.9M reactions from patents (1976-2016). Task: Predict the reactants needed to synthesize the given product. (1) Given the product [OH:32][CH2:31][C:30]([NH:29][C:5](=[O:7])[C:4]1[CH:8]=[C:9]([C:14]2[O:22][C:21]3[C:16](=[N:17][CH:18]=[CH:19][C:20]=3[C:23]3[CH:24]=[CH:25][CH:26]=[CH:27][CH:28]=3)[CH:15]=2)[CH:10]=[C:11]([O:12][CH3:13])[C:3]=1[O:2][CH3:1])([CH3:34])[CH3:33], predict the reactants needed to synthesize it. The reactants are: [CH3:1][O:2][C:3]1[C:11]([O:12][CH3:13])=[CH:10][C:9]([C:14]2[O:22][C:21]3[C:16](=[N:17][CH:18]=[CH:19][C:20]=3[C:23]3[CH:28]=[CH:27][CH:26]=[CH:25][CH:24]=3)[CH:15]=2)=[CH:8][C:4]=1[C:5]([OH:7])=O.[NH2:29][C:30]([CH3:34])([CH3:33])[CH2:31][OH:32]. (2) Given the product [N+:7]([C:10]1[CH:19]=[CH:18][CH:17]=[C:16]2[C:11]=1[CH:12]=[CH:13][N:14]=[C:15]2[C:20]([O:22][CH3:1])=[O:21])([O-:9])=[O:8], predict the reactants needed to synthesize it. The reactants are: [C:1](=O)([O-])[O-].[K+].[K+].[N+:7]([C:10]1[CH:19]=[CH:18][CH:17]=[C:16]2[C:11]=1[CH:12]=[CH:13][N:14]=[C:15]2[C:20]([OH:22])=[O:21])([O-:9])=[O:8].IC.O.